This data is from Forward reaction prediction with 1.9M reactions from USPTO patents (1976-2016). The task is: Predict the product of the given reaction. Given the reactants [Br:1][C:2]1[CH:7]=[CH:6][C:5]([NH:8][C:9](=[O:15])[O:10][C:11]([CH3:14])([CH3:13])[CH3:12])=[CH:4][C:3]=1[CH3:16].[H-].[Na+].Cl[C:20]1[CH:27]=[CH:26][C:23]([C:24]#[N:25])=[C:22]([O:28][CH3:29])[N:21]=1.O, predict the reaction product. The product is: [Br:1][C:2]1[CH:7]=[CH:6][C:5]([N:8]([C:20]2[CH:27]=[CH:26][C:23]([C:24]#[N:25])=[C:22]([O:28][CH3:29])[N:21]=2)[C:9](=[O:15])[O:10][C:11]([CH3:12])([CH3:13])[CH3:14])=[CH:4][C:3]=1[CH3:16].